This data is from Full USPTO retrosynthesis dataset with 1.9M reactions from patents (1976-2016). The task is: Predict the reactants needed to synthesize the given product. (1) Given the product [CH2:19]([N:16]1[CH2:17][CH2:18][CH:13]([NH:12][C:2]2[C:7]([C:8]([O:10][CH3:11])=[O:9])=[N:6][CH:5]=[CH:4][N:3]=2)[CH2:14][CH2:15]1)[C:20]1[CH:21]=[CH:22][CH:23]=[CH:24][CH:25]=1, predict the reactants needed to synthesize it. The reactants are: Br[C:2]1[C:7]([C:8]([O:10][CH3:11])=[O:9])=[N:6][CH:5]=[CH:4][N:3]=1.[NH2:12][CH:13]1[CH2:18][CH2:17][N:16]([CH2:19][C:20]2[CH:25]=[CH:24][CH:23]=[CH:22][CH:21]=2)[CH2:15][CH2:14]1.CO. (2) Given the product [OH-:19].[C:13]1([P+:8]([C:2]2[CH:3]=[CH:4][CH:5]=[CH:6][CH:7]=2)([CH2:11][CH3:12])[CH2:9][CH3:10])[CH:14]=[CH:15][CH:16]=[CH:17][CH:18]=1, predict the reactants needed to synthesize it. The reactants are: [I-].[C:2]1([P+:8]([C:13]2[CH:18]=[CH:17][CH:16]=[CH:15][CH:14]=2)([CH2:11][CH3:12])[CH2:9][CH3:10])[CH:7]=[CH:6][CH:5]=[CH:4][CH:3]=1.[OH-:19]. (3) Given the product [NH2:17][C:18]1[CH:19]=[C:20]([CH:24]=[C:25]([O:27][CH3:28])[N:26]=1)[C:21]([NH:14][CH:12]([C:9]1[CH:10]=[N:11][C:6]([O:5][CH2:4][C:3]([F:2])([F:15])[F:16])=[CH:7][CH:8]=1)[CH3:13])=[O:22], predict the reactants needed to synthesize it. The reactants are: Cl.[F:2][C:3]([F:16])([F:15])[CH2:4][O:5][C:6]1[N:11]=[CH:10][C:9]([CH:12]([NH2:14])[CH3:13])=[CH:8][CH:7]=1.[NH2:17][C:18]1[CH:19]=[C:20]([CH:24]=[C:25]([O:27][CH3:28])[N:26]=1)[C:21](O)=[O:22].